Task: Regression. Given a peptide amino acid sequence and an MHC pseudo amino acid sequence, predict their binding affinity value. This is MHC class I binding data.. Dataset: Peptide-MHC class I binding affinity with 185,985 pairs from IEDB/IMGT (1) The peptide sequence is NIVTFINDYA. The MHC is HLA-A02:03 with pseudo-sequence HLA-A02:03. The binding affinity (normalized) is 0.492. (2) The peptide sequence is LIKFISDNKK. The MHC is HLA-A31:01 with pseudo-sequence HLA-A31:01. The binding affinity (normalized) is 0.654. (3) The peptide sequence is AGFPAGLTY. The MHC is HLA-A01:01 with pseudo-sequence HLA-A01:01. The binding affinity (normalized) is 0. (4) The peptide sequence is IIFLFILLLC. The MHC is HLA-A02:02 with pseudo-sequence HLA-A02:02. The binding affinity (normalized) is 0.393. (5) The peptide sequence is LEMNDAPTA. The MHC is HLA-A26:01 with pseudo-sequence HLA-A26:01. The binding affinity (normalized) is 0.0847.